This data is from Forward reaction prediction with 1.9M reactions from USPTO patents (1976-2016). The task is: Predict the product of the given reaction. Given the reactants [NH:1]1[CH2:6][CH2:5][CH:4]([C:7]([O:9][C:10]([CH3:13])([CH3:12])[CH3:11])=[O:8])[CH2:3][CH2:2]1.Cl[CH2:15][C:16]#[N:17].C(=O)([O-])[O-].[K+].[K+], predict the reaction product. The product is: [C:16]([CH2:15][N:1]1[CH2:6][CH2:5][CH:4]([C:7]([O:9][C:10]([CH3:13])([CH3:12])[CH3:11])=[O:8])[CH2:3][CH2:2]1)#[N:17].